This data is from Forward reaction prediction with 1.9M reactions from USPTO patents (1976-2016). The task is: Predict the product of the given reaction. (1) The product is: [N:1]1[CH:2]=[CH:3][C:4](/[CH:7]=[C:11](\[CH2:12][CH2:13][CH2:14][CH2:15][CH3:16])/[C:10](=[O:17])[CH3:9])=[CH:5][CH:6]=1. Given the reactants [N:1]1[CH:6]=[CH:5][C:4]([CH:7]=O)=[CH:3][CH:2]=1.[CH3:9][C:10](=[O:17])[CH2:11][CH2:12][CH2:13][CH2:14][CH2:15][CH3:16], predict the reaction product. (2) Given the reactants [Br:1][C:2]1[CH:7]=[C:6]([F:8])[CH:5]=[CH:4][C:3]=1[CH:9]1[C:14]([C:15]([O:17][CH2:18][CH3:19])=[O:16])=[C:13]([CH2:20]Br)[NH:12][C:11]([C:22]2[S:23][CH:24]=[CH:25][N:26]=2)=[N:10]1.[NH:27]1[CH2:32][CH2:31][O:30][CH:29]([CH2:33][CH2:34][C:35]([O:37][CH3:38])=[O:36])[CH2:28]1, predict the reaction product. The product is: [Br:1][C:2]1[CH:7]=[C:6]([F:8])[CH:5]=[CH:4][C:3]=1[CH:9]1[C:14]([C:15]([O:17][CH2:18][CH3:19])=[O:16])=[C:13]([CH2:20][N:27]2[CH2:32][CH2:31][O:30][CH:29]([CH2:33][CH2:34][C:35]([O:37][CH3:38])=[O:36])[CH2:28]2)[NH:12][C:11]([C:22]2[S:23][CH:24]=[CH:25][N:26]=2)=[N:10]1. (3) Given the reactants [C:1]1([C:27]2[CH:32]=[CH:31][CH:30]=[CH:29][CH:28]=2)[CH:6]=[CH:5][C:4]([C:7]([N:9]2[CH2:14][CH2:13][N:12]([C:15]3[C:16]4[CH:24]=[C:23]([CH2:25][CH3:26])[S:22][C:17]=4[N:18]=[C:19](Cl)[N:20]=3)[CH2:11][CH2:10]2)=[O:8])=[CH:3][CH:2]=1.[N-:33]=[N+:34]=[N-:35].[Na+], predict the reaction product. The product is: [N:33]([C:19]1[N:20]=[C:15]([N:12]2[CH2:13][CH2:14][N:9]([C:7]([C:4]3[CH:5]=[CH:6][C:1]([C:27]4[CH:32]=[CH:31][CH:30]=[CH:29][CH:28]=4)=[CH:2][CH:3]=3)=[O:8])[CH2:10][CH2:11]2)[C:16]2[CH:24]=[C:23]([CH2:25][CH3:26])[S:22][C:17]=2[N:18]=1)=[N+:34]=[N-:35]. (4) The product is: [C:1]([O:5][C:6]([NH:8][C@H:9]([C:30]([O:32][C:33]([CH3:36])([CH3:35])[CH3:34])=[O:31])[CH2:10][C@H:11]([CH2:19][C:20]1[CH:25]=[CH:24][C:23]([CH2:26][CH2:27][CH2:28][O:29][S:43]([C:40]2[CH:41]=[CH:42][C:37]([CH3:57])=[CH:38][CH:39]=2)(=[O:45])=[O:44])=[CH:22][CH:21]=1)[C:12]([O:14][C:15]([CH3:16])([CH3:18])[CH3:17])=[O:13])=[O:7])([CH3:2])([CH3:3])[CH3:4]. Given the reactants [C:1]([O:5][C:6]([NH:8][C@H:9]([C:30]([O:32][C:33]([CH3:36])([CH3:35])[CH3:34])=[O:31])[CH2:10][C@H:11]([CH2:19][C:20]1[CH:25]=[CH:24][C:23]([CH2:26][CH2:27][CH2:28][OH:29])=[CH:22][CH:21]=1)[C:12]([O:14][C:15]([CH3:18])([CH3:17])[CH3:16])=[O:13])=[O:7])([CH3:4])([CH3:3])[CH3:2].[C:37]1([CH3:57])[CH:42]=[CH:41][C:40]([S:43](O[S:43]([C:40]2[CH:41]=[CH:42][C:37]([CH3:57])=[CH:38][CH:39]=2)(=[O:45])=[O:44])(=[O:45])=[O:44])=[CH:39][CH:38]=1.Cl, predict the reaction product. (5) Given the reactants Cl.Cl.[C:3](=[NH:13])(OCC)[C:4]1[CH:9]=[CH:8][CH:7]=[N:6][CH:5]=1.C(O)(=O)C(O)=O.[CH2:20]([NH:22][NH2:23])[CH3:21], predict the reaction product. The product is: [CH2:20]([NH:22][NH:23][C:3](=[NH:13])[C:4]1[CH:9]=[CH:8][CH:7]=[N:6][CH:5]=1)[CH3:21]. (6) Given the reactants [NH2:1][C:2]1[NH:3][C:4]([C:31]2[CH:36]=[CH:35][CH:34]=[CH:33][C:32]=2[O:37][CH2:38][C:39]2[CH:44]=[CH:43][CH:42]=[CH:41][CH:40]=2)=[CH:5][CH:6]([CH:15]([NH:23][C:24]([O:26][C:27]([CH3:30])([CH3:29])[CH3:28])=[O:25])[CH2:16][C:17]2[CH:22]=[CH:21][CH:20]=[CH:19][CH:18]=2)[C:7]=1[C:8]([O:10][C:11]([CH3:14])([CH3:13])[CH3:12])=[O:9].C1(Cl)C(=O)C(Cl)=C(Cl)C(=O)C=1Cl, predict the reaction product. The product is: [NH2:1][C:2]1[N:3]=[C:4]([C:31]2[CH:36]=[CH:35][CH:34]=[CH:33][C:32]=2[O:37][CH2:38][C:39]2[CH:40]=[CH:41][CH:42]=[CH:43][CH:44]=2)[CH:5]=[C:6]([CH:15]([NH:23][C:24]([O:26][C:27]([CH3:30])([CH3:29])[CH3:28])=[O:25])[CH2:16][C:17]2[CH:22]=[CH:21][CH:20]=[CH:19][CH:18]=2)[C:7]=1[C:8]([O:10][C:11]([CH3:13])([CH3:14])[CH3:12])=[O:9]. (7) Given the reactants [CH3:1][O:2][C:3]1[CH:4]=[C:5]2[C:10](=[CH:11][CH:12]=1)[CH:9]=[C:8]([C@H:13]([CH3:17])[C:14]([OH:16])=[O:15])[CH:7]=[CH:6]2.[CH2:18]([O:25][CH2:26][C@H:27]([OH:30])[CH2:28]O)[C:19]1[CH:24]=[CH:23][CH:22]=[CH:21][CH:20]=1.C1(N=C=NC2CCCCC2)CCCCC1, predict the reaction product. The product is: [CH3:1][O:2][C:3]1[CH:4]=[C:5]2[C:10](=[CH:11][CH:12]=1)[CH:9]=[C:8]([C@H:13]([CH3:17])[C:14]([O:16][CH2:28][C@H:27]([OH:30])[CH2:26][O:25][CH2:18][C:19]1[CH:24]=[CH:23][CH:22]=[CH:21][CH:20]=1)=[O:15])[CH:7]=[CH:6]2. (8) Given the reactants [NH2:1][C:2]1[C:7]([C:8]2[S:9][C:10]3[CH:16]=[CH:15][C:14]([NH:17][C:18]([NH:20][C:21]4[CH:26]=[CH:25][C:24]([Cl:27])=[C:23]([C:28]([F:31])([F:30])[F:29])[CH:22]=4)=[O:19])=[CH:13][C:11]=3[CH:12]=2)=[CH:6][C:5](B2OC(C)(C)C(C)(C)O2)=[CH:4][N:3]=1.Cl[C:42]1[N:47]=[CH:46][CH:45]=[CH:44][N:43]=1.C(=O)([O-])[O-].[Na+].[Na+], predict the reaction product. The product is: [NH2:1][C:2]1[C:7]([C:8]2[S:9][C:10]3[CH:16]=[CH:15][C:14]([NH:17][C:18]([NH:20][C:21]4[CH:26]=[CH:25][C:24]([Cl:27])=[C:23]([C:28]([F:29])([F:31])[F:30])[CH:22]=4)=[O:19])=[CH:13][C:11]=3[CH:12]=2)=[CH:6][C:5]([C:42]2[N:47]=[CH:46][CH:45]=[CH:44][N:43]=2)=[CH:4][N:3]=1. (9) Given the reactants [C:1]1([NH2:8])[CH:6]=[CH:5][CH:4]=[C:3]([NH2:7])[CH:2]=1.O1CCCC1.C(N(CC)CC)C.[N+:21]([C:24]1[CH:25]=[C:26]([S:30](Cl)(=[O:32])=[O:31])[CH:27]=[CH:28][CH:29]=1)([O-:23])=[O:22], predict the reaction product. The product is: [NH2:7][C:3]1[CH:2]=[C:1]([NH:8][S:30]([C:26]2[CH:27]=[CH:28][CH:29]=[C:24]([N+:21]([O-:23])=[O:22])[CH:25]=2)(=[O:31])=[O:32])[CH:6]=[CH:5][CH:4]=1. (10) Given the reactants C([O-])(O)=O.[Na+].I[CH2:7][CH2:8][F:9].[I:10][C:11]1[CH:16]=[CH:15][C:14]([CH2:17][C:18]([NH:20][CH2:21][C@H:22]2[CH2:26][CH2:25][CH2:24][NH:23]2)=[O:19])=[CH:13][CH:12]=1, predict the reaction product. The product is: [F:9][CH2:8][CH2:7][N:23]1[CH2:24][CH2:25][CH2:26][C@@H:22]1[CH2:21][NH:20][C:18](=[O:19])[CH2:17][C:14]1[CH:13]=[CH:12][C:11]([I:10])=[CH:16][CH:15]=1.